From a dataset of NCI-60 drug combinations with 297,098 pairs across 59 cell lines. Regression. Given two drug SMILES strings and cell line genomic features, predict the synergy score measuring deviation from expected non-interaction effect. Drug 1: C1C(C(OC1N2C=NC3=C(N=C(N=C32)Cl)N)CO)O. Drug 2: CCC1(CC2CC(C3=C(CCN(C2)C1)C4=CC=CC=C4N3)(C5=C(C=C6C(=C5)C78CCN9C7C(C=CC9)(C(C(C8N6C)(C(=O)OC)O)OC(=O)C)CC)OC)C(=O)OC)O.OS(=O)(=O)O. Cell line: TK-10. Synergy scores: CSS=12.1, Synergy_ZIP=-7.95, Synergy_Bliss=-3.32, Synergy_Loewe=-5.57, Synergy_HSA=-3.82.